This data is from Peptide-MHC class I binding affinity with 185,985 pairs from IEDB/IMGT. The task is: Regression. Given a peptide amino acid sequence and an MHC pseudo amino acid sequence, predict their binding affinity value. This is MHC class I binding data. (1) The peptide sequence is IFMLQKCDL. The MHC is HLA-B57:01 with pseudo-sequence HLA-B57:01. The binding affinity (normalized) is 0.0847. (2) The peptide sequence is ELTSNCTRT. The MHC is HLA-A02:03 with pseudo-sequence HLA-A02:03. The binding affinity (normalized) is 0. (3) The peptide sequence is KRRGGIGGY. The MHC is HLA-B27:05 with pseudo-sequence HLA-B27:05. The binding affinity (normalized) is 0.381. (4) The peptide sequence is GTSKIKMKW. The binding affinity (normalized) is 0.0847. The MHC is HLA-A11:01 with pseudo-sequence HLA-A11:01. (5) The peptide sequence is MDYLILKNL. The MHC is HLA-B45:01 with pseudo-sequence HLA-B45:01. The binding affinity (normalized) is 0.0377. (6) The peptide sequence is IMDEPTSSL. The MHC is HLA-C12:03 with pseudo-sequence HLA-C12:03. The binding affinity (normalized) is 1.00.